This data is from Reaction yield outcomes from USPTO patents with 853,638 reactions. The task is: Predict the reaction yield, written as a fraction of the theoretical maximum amount of product (1.0 means a 100% yield; for example, 0.34 means a 34% yield). The reactants are [Cl:1][C:2]1[C:9]([CH3:10])=[CH:8][CH:7]=[C:6]([F:11])[C:3]=1[CH:4]=O.S([O-])(OCCCCCCCCCCCC)(=O)=O.[Na+].C(OI(C1C=CC=CC=1)OC(=O)C)(=O)C.C([O-])(=O)C.[NH4+:49].S([O-])([O-])(=O)=S.[Na+].[Na+]. The catalyst is O. The product is [Cl:1][C:2]1[C:9]([CH3:10])=[CH:8][CH:7]=[C:6]([F:11])[C:3]=1[C:4]#[N:49]. The yield is 0.390.